From a dataset of Forward reaction prediction with 1.9M reactions from USPTO patents (1976-2016). Predict the product of the given reaction. (1) Given the reactants [NH2:1][CH2:2][CH2:3][CH2:4][N:5]([C:20]1[CH:25]=[C:24]([CH3:26])[N:23]=[C:22]([N:27]2[CH:31]=[CH:30][N:29]=[CH:28]2)[N:21]=1)[CH2:6][C:7]([NH:9][CH2:10][CH2:11][C:12]1[CH:17]=[CH:16][C:15]([O:18][CH3:19])=[CH:14][CH:13]=1)=[O:8].O.[O-:33][C:34]#[N:35].[K+], predict the reaction product. The product is: [NH:1]([CH2:2][CH2:3][CH2:4][N:5]([C:20]1[CH:25]=[C:24]([CH3:26])[N:23]=[C:22]([N:27]2[CH:31]=[CH:30][N:29]=[CH:28]2)[N:21]=1)[CH2:6][C:7]([NH:9][CH2:10][CH2:11][C:12]1[CH:17]=[CH:16][C:15]([O:18][CH3:19])=[CH:14][CH:13]=1)=[O:8])[C:34]([NH2:35])=[O:33]. (2) Given the reactants [Cl:1][C:2]1[CH:10]=[CH:9][C:8]([C:11]2[N:12]([C:22]([O:24][C:25]([CH3:28])([CH3:27])[CH3:26])=[O:23])[C:13]3[C:18]([CH:19]=2)=[CH:17][C:16]([CH:20]=O)=[CH:15][CH:14]=3)=[C:7]2[C:3]=1[CH2:4][NH:5][C:6]2=[O:29].[NH2:30][CH2:31][CH2:32][O:33][CH2:34][CH2:35][OH:36].C(O[BH-](OC(=O)C)OC(=O)C)(=O)C.[Na+], predict the reaction product. The product is: [Cl:1][C:2]1[CH:10]=[CH:9][C:8]([C:11]2[N:12]([C:22]([O:24][C:25]([CH3:27])([CH3:26])[CH3:28])=[O:23])[C:13]3[C:18]([CH:19]=2)=[CH:17][C:16]([CH2:20][NH:30][CH2:31][CH2:32][O:33][CH2:34][CH2:35][OH:36])=[CH:15][CH:14]=3)=[C:7]2[C:3]=1[CH2:4][NH:5][C:6]2=[O:29]. (3) The product is: [O:1]1[CH:5]=[CH:4][CH:3]=[C:2]1[C:6]([C:8]1[S:12][CH:11]=[C:10]([CH2:13][C:14]([OH:16])=[O:15])[CH:9]=1)=[O:7]. Given the reactants [O:1]1[CH:5]=[CH:4][CH:3]=[C:2]1[C:6]([C:8]1[S:12][CH:11]=[C:10]([CH2:13][C:14]([O:16]CC)=[O:15])[CH:9]=1)=[O:7].[OH-].[Na+], predict the reaction product. (4) The product is: [Cl:1][C:2]1[CH:10]=[C:9]2[C:5]([C:6]([C:11]#[N:12])=[N:7][N:8]2[CH2:14][C:15]2[C:20]([F:21])=[CH:19][CH:18]=[CH:17][N:16]=2)=[CH:4][CH:3]=1. Given the reactants [Cl:1][C:2]1[CH:10]=[C:9]2[C:5]([C:6]([C:11]#[N:12])=[N:7][NH:8]2)=[CH:4][CH:3]=1.Cl[CH2:14][C:15]1[C:20]([F:21])=[CH:19][CH:18]=[CH:17][N:16]=1, predict the reaction product.